Dataset: Reaction yield outcomes from USPTO patents with 853,638 reactions. Task: Predict the reaction yield, written as a fraction of the theoretical maximum amount of product (1.0 means a 100% yield; for example, 0.34 means a 34% yield). The reactants are C(OC([N:8]1[CH2:12][CH2:11][CH2:10][C@H:9]1[CH2:13][O:14][C:15]1[CH:20]=[CH:19][C:18]([CH2:21][C:22]2[CH:27]=[CH:26][C:25]([N:28]3[CH2:33][CH2:32][O:31][CH2:30][CH2:29]3)=[CH:24][CH:23]=2)=[CH:17][CH:16]=1)=O)(C)(C)C.Cl.CCOCC. The catalyst is O1CCOCC1. The product is [NH:8]1[CH2:12][CH2:11][CH2:10][C@H:9]1[CH2:13][O:14][C:15]1[CH:16]=[CH:17][C:18]([CH2:21][C:22]2[CH:27]=[CH:26][C:25]([N:28]3[CH2:33][CH2:32][O:31][CH2:30][CH2:29]3)=[CH:24][CH:23]=2)=[CH:19][CH:20]=1. The yield is 0.800.